Task: Predict the product of the given reaction.. Dataset: Forward reaction prediction with 1.9M reactions from USPTO patents (1976-2016) (1) Given the reactants [C:1]([C:5]1[N:6]=[C:7]([N:16]2[CH2:20][CH2:19][C:18]([F:22])([F:21])[CH2:17]2)[C:8]2[C:9](=[N:11][N:12]([CH2:14][CH3:15])[N:13]=2)[N:10]=1)([CH3:4])([CH3:3])[CH3:2].C(C1N=C(N2CCC(F)(F)C2)C2N=NNC=2N=1)(C)(C)C.BrC[CH:45]1[CH2:50][CH2:49]C[CH2:47][CH2:46]1, predict the reaction product. The product is: [C:1]([C:5]1[N:6]=[C:7]([N:16]2[CH2:20][CH2:19][C:18]([F:21])([F:22])[CH2:17]2)[C:8]2[C:9](=[N:11][N:12]([CH2:14][CH:15]3[CH2:49][CH2:50][CH2:45][CH2:46][CH2:47]3)[N:13]=2)[N:10]=1)([CH3:2])([CH3:3])[CH3:4]. (2) Given the reactants [ClH:1].N1N=C(C2N=C(C(C)C)OC=2)N2CCNCC=12.C[CH:20]1[N:25](C(OC(C)(C)C)=O)[CH2:24][CH2:23][N:22]2[C:33]([C:36]3[N:37]=[C:38]([CH3:41])[S:39][CH:40]=3)=[N:34][N:35]=[C:21]12.Cl.C(C1SC=C(C2N3CCNCC3=NN=2)N=1)(C)C, predict the reaction product. The product is: [ClH:1].[CH3:41][C:38]1[S:39][CH:40]=[C:36]([C:33]2[N:22]3[CH2:23][CH2:24][NH:25][CH2:20][C:21]3=[N:35][N:34]=2)[N:37]=1. (3) Given the reactants Br[C:2]1[S:3][C:4]2[CH:10]=[CH:9][C:8]([O:11][CH3:12])=[CH:7][C:5]=2[N:6]=1.[Br:13][C:14]1[CH:20]=[CH:19][C:17]([NH2:18])=[CH:16][CH:15]=1, predict the reaction product. The product is: [Br:13][C:14]1[CH:20]=[CH:19][C:17]([NH:18][C:2]2[S:3][C:4]3[CH:10]=[CH:9][C:8]([O:11][CH3:12])=[CH:7][C:5]=3[N:6]=2)=[CH:16][CH:15]=1. (4) Given the reactants [CH2:1]1[C:10]2[C:5](=[CH:6][CH:7]=[CH:8][CH:9]=2)[CH2:4][CH2:3][N:2]1[C:11]([NH:13][C:14]1[CH:22]=[CH:21][C:17]([C:18](O)=[O:19])=[CH:16][CH:15]=1)=[O:12].ON1C2C=CC=CC=2N=N1.C(N(C(C)C)CC)(C)C.[CH3:42][CH:43]([CH3:47])[CH2:44][CH2:45][NH2:46].Cl.CN(C)CCCN=C=NCC, predict the reaction product. The product is: [CH3:42][CH:43]([CH3:47])[CH2:44][CH2:45][NH:46][C:18]([C:17]1[CH:16]=[CH:15][C:14]([NH:13][C:11]([N:2]2[CH2:3][CH2:4][C:5]3[C:10](=[CH:9][CH:8]=[CH:7][CH:6]=3)[CH2:1]2)=[O:12])=[CH:22][CH:21]=1)=[O:19]. (5) Given the reactants [NH2:1][CH2:2][CH2:3][O:4][CH2:5][CH2:6][O:7][C:8]1[CH:13]=[CH:12][C:11]([NH:14][C:15]2[N:20]=[C:19]([C:21]3[CH:22]=[CH:23][C:24]([O:29][CH:30]4[CH2:35][CH2:34][O:33][CH2:32][CH2:31]4)=[C:25]([CH:28]=3)[C:26]#[N:27])[CH:18]=[CH:17][N:16]=2)=[CH:10][C:9]=1[O:36][CH3:37].CCN(CC)CC.Cl.[CH3:46][N:47]1[CH2:52][CH2:51][N:50]([S:53](Cl)(=[O:55])=[O:54])[CH2:49][CH2:48]1.CN(C=O)C, predict the reaction product. The product is: [C:26]([C:25]1[CH:28]=[C:21]([C:19]2[CH:18]=[CH:17][N:16]=[C:15]([NH:14][C:11]3[CH:12]=[CH:13][C:8]([O:7][CH2:6][CH2:5][O:4][CH2:3][CH2:2][NH:1][S:53]([N:50]4[CH2:51][CH2:52][N:47]([CH3:46])[CH2:48][CH2:49]4)(=[O:55])=[O:54])=[C:9]([O:36][CH3:37])[CH:10]=3)[N:20]=2)[CH:22]=[CH:23][C:24]=1[O:29][CH:30]1[CH2:31][CH2:32][O:33][CH2:34][CH2:35]1)#[N:27]. (6) Given the reactants Br[C:2]1[CH:7]=[CH:6][CH:5]=[CH:4][C:3]=1[CH:8]=[CH2:9].C([Li])CCC.[O:15]1[C:19]2[CH:20]=[CH:21][CH:22]=[CH:23][C:18]=2[CH:17]=[C:16]1[CH:24]=[N:25][S:26]([C:29]1[CH:39]=[CH:38][C:32]2[O:33][CH2:34][CH2:35][CH2:36][O:37][C:31]=2[CH:30]=1)(=[O:28])=[O:27].C(=O)(O)[O-].[Na+], predict the reaction product. The product is: [O:15]1[C:19]2[CH:20]=[CH:21][CH:22]=[CH:23][C:18]=2[CH:17]=[C:16]1[CH:24]([C:2]1[CH:7]=[CH:6][CH:5]=[CH:4][C:3]=1[CH:8]=[CH2:9])[NH:25][S:26]([C:29]1[CH:39]=[CH:38][C:32]2[O:33][CH2:34][CH2:35][CH2:36][O:37][C:31]=2[CH:30]=1)(=[O:27])=[O:28].